Task: Predict the reaction yield, written as a fraction of the theoretical maximum amount of product (1.0 means a 100% yield; for example, 0.34 means a 34% yield).. Dataset: Reaction yield outcomes from USPTO patents with 853,638 reactions (1) The reactants are [Br:1][C:2]1[N:7]=[C:6](/[CH:8]=[C:9](\[C:47]#[N:48])/[C:10]([NH:12][CH:13]([C:17]2[CH:46]=[CH:45][C:20]([O:21][CH2:22][CH2:23][O:24][CH2:25][CH2:26][O:27][CH2:28][CH2:29][N:30]([C:38](OC(C)(C)C)=[O:39])C(OC(C)(C)C)=O)=[CH:19][CH:18]=2)[CH2:14][CH2:15][CH3:16])=[O:11])[CH:5]=[CH:4][CH:3]=1.FC(F)(F)C(O)=O.C1C(=O)N(OC([CH2:66][CH2:67][CH2:68][CH2:69][C@@H:70]2[S:74][CH2:73][C@@H:72]3[NH:75][C:76]([NH:78][C@H:71]23)=[O:77])=O)C(=O)C1.CCN(C(C)C)C(C)C. The catalyst is ClCCl. The product is [Br:1][C:2]1[N:7]=[C:6](/[CH:8]=[C:9](\[C:47]#[N:48])/[C:10]([NH:12][CH:13]([C:17]2[CH:18]=[CH:19][C:20]([O:21][CH2:22][CH2:23][O:24][CH2:25][CH2:26][O:27][CH2:28][CH2:29][NH:30][C:38](=[O:39])[CH2:66][CH2:67][CH2:68][CH2:69][C@H:70]3[C@@H:71]4[C@@H:72]([NH:75][C:76](=[O:77])[NH:78]4)[CH2:73][S:74]3)=[CH:45][CH:46]=2)[CH2:14][CH2:15][CH3:16])=[O:11])[CH:5]=[CH:4][CH:3]=1. The yield is 0.510. (2) The reactants are Cl[C:2]1[NH:7][C:6]([NH2:21])([NH:8][CH:9]([C:11]2[CH:20]=[CH:19][C:18]3[C:13](=[CH:14][CH:15]=[CH:16][CH:17]=3)[CH:12]=2)[CH3:10])[N:5]=[CH:4][N:3]=1.C(O[C:27](=[O:45])[CH:28]([NH:37][C:38]([O:40][C:41]([CH3:44])([CH3:43])[CH3:42])=[O:39])[CH2:29][C:30]1[CH:35]=[CH:34][C:33]([OH:36])=[CH:32][CH:31]=1)(C)(C)C.[C:46](=O)([O-])[O-].[K+].[K+].[CH:52]([OH:55])([CH3:54])[CH3:53]. No catalyst specified. The product is [C:52]([O:55][C:27](=[O:45])[CH:28]([NH:37][C:38]([O:40][C:41]([CH3:42])([CH3:43])[CH3:44])=[O:39])[CH2:29][C:30]1[CH:31]=[CH:32][C:33]([O:36][C:4]2[N:3]=[C:2]([NH2:7])[N:21]=[C:6]([NH:8][CH:9]([C:11]3[CH:20]=[CH:19][C:18]4[C:13](=[CH:14][CH:15]=[CH:16][CH:17]=4)[CH:12]=3)[CH3:10])[N:5]=2)=[CH:34][CH:35]=1)([CH3:46])([CH3:54])[CH3:53]. The yield is 0.280.